Dataset: Full USPTO retrosynthesis dataset with 1.9M reactions from patents (1976-2016). Task: Predict the reactants needed to synthesize the given product. (1) The reactants are: C(O[BH-](OC(=O)C)OC(=O)C)(=O)C.[Na+].[NH:15]1[CH2:20][CH2:19][CH:18]([O:21][C:22]2[CH:27]=[CH:26][C:25]([N:28]3[CH2:33][CH2:32][N:31]([C:34]([O:36][CH2:37][C:38]4[CH:43]=[CH:42][CH:41]=[CH:40][CH:39]=4)=[O:35])[CH2:30][CH2:29]3)=[CH:24][CH:23]=2)[CH2:17][CH2:16]1.[C:44]1(=O)[CH2:47][CH2:46][CH2:45]1.CO. Given the product [CH:44]1([N:15]2[CH2:20][CH2:19][CH:18]([O:21][C:22]3[CH:23]=[CH:24][C:25]([N:28]4[CH2:29][CH2:30][N:31]([C:34]([O:36][CH2:37][C:38]5[CH:43]=[CH:42][CH:41]=[CH:40][CH:39]=5)=[O:35])[CH2:32][CH2:33]4)=[CH:26][CH:27]=3)[CH2:17][CH2:16]2)[CH2:47][CH2:46][CH2:45]1, predict the reactants needed to synthesize it. (2) The reactants are: [C:1]([C:3]1[C:8](=[O:9])[N:7]([C:10]2[CH:15]=[CH:14][C:13]([CH3:16])=[C:12]([CH3:17])[CH:11]=2)[C:6]([C:18]2[CH:23]=[CH:22][CH:21]=[CH:20][CH:19]=2)=[N:5][C:4]=1[S:24][CH3:25])#[N:2].[Cl:26][S:27](O)(=[O:29])=[O:28]. Given the product [C:1]([C:3]1[C:8](=[O:9])[N:7]([C:10]2[CH:15]=[CH:14][C:13]([CH3:16])=[C:12]([CH3:17])[CH:11]=2)[C:6]([C:18]2[CH:19]=[CH:20][C:21]([S:27]([Cl:26])(=[O:29])=[O:28])=[CH:22][CH:23]=2)=[N:5][C:4]=1[S:24][CH3:25])#[N:2], predict the reactants needed to synthesize it. (3) Given the product [F:23][C:24]1[C:25]([C:32]2[CH:37]=[CH:36][N:35]=[C:34]([C:38]([F:41])([F:39])[F:40])[CH:33]=2)=[N:26][CH:27]=[C:28]([CH2:30][NH:31][C:20]([C:17]2[N:18]=[CH:19][C:14]([N:11]3[CH2:12][CH2:13][N:8]([C:6]([O:5][C:1]([CH3:4])([CH3:2])[CH3:3])=[O:7])[CH2:9][CH2:10]3)=[CH:15][CH:16]=2)=[O:21])[CH:29]=1, predict the reactants needed to synthesize it. The reactants are: [C:1]([O:5][C:6]([N:8]1[CH2:13][CH2:12][N:11]([C:14]2[CH:15]=[CH:16][C:17]([C:20](O)=[O:21])=[N:18][CH:19]=2)[CH2:10][CH2:9]1)=[O:7])([CH3:4])([CH3:3])[CH3:2].[F:23][C:24]1[C:25]([C:32]2[CH:37]=[CH:36][N:35]=[C:34]([C:38]([F:41])([F:40])[F:39])[CH:33]=2)=[N:26][CH:27]=[C:28]([CH2:30][NH2:31])[CH:29]=1.CN(C(ON1N=NC2C=CC=NC1=2)=[N+](C)C)C.F[P-](F)(F)(F)(F)F.CCN(C(C)C)C(C)C.